Dataset: Reaction yield outcomes from USPTO patents with 853,638 reactions. Task: Predict the reaction yield, written as a fraction of the theoretical maximum amount of product (1.0 means a 100% yield; for example, 0.34 means a 34% yield). (1) The reactants are [CH3:1][N:2]([CH3:16])[S:3]([CH2:6][CH2:7][C:8]1[CH:13]=[CH:12][C:11]([NH2:14])=[C:10](Br)[CH:9]=1)(=[O:5])=[O:4].C([O-])([O-])=O.[Na+].[Na+].[CH3:23][C:24]1([CH3:39])[CH2:29][CH2:28][C:27](B2OC(C)(C)C(C)(C)O2)=[CH:26][CH2:25]1. The catalyst is C1(C)C=CC=CC=1.CCO.CCOC(C)=O.C1C=CC([P]([Pd]([P](C2C=CC=CC=2)(C2C=CC=CC=2)C2C=CC=CC=2)([P](C2C=CC=CC=2)(C2C=CC=CC=2)C2C=CC=CC=2)[P](C2C=CC=CC=2)(C2C=CC=CC=2)C2C=CC=CC=2)(C2C=CC=CC=2)C2C=CC=CC=2)=CC=1. The product is [CH3:1][N:2]([CH3:16])[S:3]([CH2:6][CH2:7][C:8]1[CH:13]=[CH:12][C:11]([NH2:14])=[C:10]([C:27]2[CH2:28][CH2:29][C:24]([CH3:39])([CH3:23])[CH2:25][CH:26]=2)[CH:9]=1)(=[O:5])=[O:4]. The yield is 0.410. (2) The reactants are [CH3:1][Si:2]([O:5]S(C(F)(F)F)(=O)=O)([CH3:4])[CH3:3].[CH2:13]([C:15]([C:34]1[CH:39]=[CH:38][C:37]([C:40]#[C:41][C:42]2(O)[CH2:48][CH2:47][CH2:46][CH2:45][CH2:44][CH2:43]2)=[C:36]([CH3:50])[CH:35]=1)([C:18]1[CH:23]=[CH:22][C:21]([B:24]2[O:28][C:27]([CH3:30])([CH3:29])[C:26]([CH3:32])([CH3:31])[O:25]2)=[C:20]([CH3:33])[CH:19]=1)[CH2:16][CH3:17])[CH3:14].N1C=CC=CC=1.[Cl-].[NH4+]. The catalyst is ClCCl. The product is [CH2:13]([C:15]([C:18]1[CH:23]=[CH:22][C:21]([B:24]2[O:25][C:26]([CH3:32])([CH3:31])[C:27]([CH3:29])([CH3:30])[O:28]2)=[C:20]([CH3:33])[CH:19]=1)([C:34]1[CH:39]=[CH:38][C:37]([C:40]#[C:41][C:42]2([O:5][Si:2]([CH3:4])([CH3:3])[CH3:1])[CH2:48][CH2:47][CH2:46][CH2:45][CH2:44][CH2:43]2)=[C:36]([CH3:50])[CH:35]=1)[CH2:16][CH3:17])[CH3:14]. The yield is 0.280. (3) The reactants are [CH:1]1([CH2:6][C@H:7]([C:11]2[CH:16]=[CH:15][CH:14]=[C:13]([S:17]([CH3:20])(=[O:19])=[O:18])[CH:12]=2)[C:8]([OH:10])=O)[CH2:5][CH2:4][CH2:3][CH2:2]1.C(Cl)(=O)C(Cl)=O.CCN(C(C)C)C(C)C.[CH3:36][O:37][C:38]([CH3:47])([CH3:46])[CH2:39][N:40]1[CH:44]=[CH:43][C:42]([NH2:45])=[N:41]1. The catalyst is C1C=CC=CC=1.CN(C=O)C.C(Cl)Cl. The product is [CH:1]1([CH2:6][C@H:7]([C:11]2[CH:16]=[CH:15][CH:14]=[C:13]([S:17]([CH3:20])(=[O:19])=[O:18])[CH:12]=2)[C:8]([NH:45][C:42]2[CH:43]=[CH:44][N:40]([CH2:39][C:38]([O:37][CH3:36])([CH3:46])[CH3:47])[N:41]=2)=[O:10])[CH2:2][CH2:3][CH2:4][CH2:5]1. The yield is 0.550.